This data is from Reaction yield outcomes from USPTO patents with 853,638 reactions. The task is: Predict the reaction yield, written as a fraction of the theoretical maximum amount of product (1.0 means a 100% yield; for example, 0.34 means a 34% yield). (1) The reactants are F[C:2]1[N:11]=[CH:10][C:9]2[C:8]([NH:12][C:13]3[CH:18]=[CH:17][CH:16]=[C:15]([Br:19])[CH:14]=3)=[N:7][CH:6]=[N:5][C:4]=2[CH:3]=1.[CH2:20]([N:22](CC)CC)C.Cl.[CH3:28]N. The catalyst is C(O)(C)C. The product is [Br:19][C:15]1[CH:14]=[C:13]([N:12]([C:8]2[C:9]3[CH:10]=[N:11][C:2]([NH:22][CH3:20])=[CH:3][C:4]=3[N:5]=[CH:6][N:7]=2)[CH3:28])[CH:18]=[CH:17][CH:16]=1. The yield is 0.210. (2) The reactants are [CH2:1]([NH:8][C:9]1[CH:14]=[CH:13][C:12]([CH2:15][C:16]2[C:24]3[C:19](=[N:20][CH:21]=[CH:22][CH:23]=3)[N:18]([Si](C(C)C)(C(C)C)C(C)C)[CH:17]=2)=[CH:11][N:10]=1)[C:2]1[CH:7]=[CH:6][CH:5]=[CH:4][CH:3]=1.O1CCCC1.[F-].C([N+](CCCC)(CCCC)CCCC)CCC. The catalyst is O. The product is [CH2:1]([NH:8][C:9]1[CH:14]=[CH:13][C:12]([CH2:15][C:16]2[C:24]3[C:19](=[N:20][CH:21]=[CH:22][CH:23]=3)[NH:18][CH:17]=2)=[CH:11][N:10]=1)[C:2]1[CH:3]=[CH:4][CH:5]=[CH:6][CH:7]=1. The yield is 0.824. (3) The reactants are Cl[C:2]1[CH:7]=[CH:6][N:5]=[C:4]([NH:8][C:9]2[CH:16]=[CH:15][C:12]([C:13]#[N:14])=[CH:11][CH:10]=2)[N:3]=1.[Br:17][C:18]1[CH:23]=[C:22]([CH3:24])[CH:21]=[C:20]([Br:25])[C:19]=1[NH2:26].Cl. The catalyst is C(OCC)C.O1CCOCC1. The product is [Br:17][C:18]1[CH:23]=[C:22]([CH3:24])[CH:21]=[C:20]([Br:25])[C:19]=1[NH:26][C:2]1[CH:7]=[CH:6][N:5]=[C:4]([NH:8][C:9]2[CH:16]=[CH:15][C:12]([C:13]#[N:14])=[CH:11][CH:10]=2)[N:3]=1. The yield is 0.159. (4) The reactants are [Br:1][C:2]1[CH:3]=[C:4]([NH:10][C:11]2[CH:16]=[CH:15][C:14](C3CN(CC)C3)=[CH:13][N:12]=2)[C:5](=[O:9])[N:6]([CH3:8])[CH:7]=1.NC1N=CC([O:30][CH:31]2[CH2:34][N:33]([C:35]([O:37][C:38]([CH3:41])([CH3:40])[CH3:39])=[O:36])[CH2:32]2)=CC=1.BrC1C(=O)N(C)C=C(Br)C=1. No catalyst specified. The product is [Br:1][C:2]1[CH:3]=[C:4]([NH:10][C:11]2[N:12]=[CH:13][C:14]([O:30][CH:31]3[CH2:32][N:33]([C:35]([O:37][C:38]([CH3:41])([CH3:40])[CH3:39])=[O:36])[CH2:34]3)=[CH:15][CH:16]=2)[C:5](=[O:9])[N:6]([CH3:8])[CH:7]=1. The yield is 0.810. (5) The reactants are FC(F)(F)C1C=C(NC(=O)NC2C=CC(C3SC(CCC(O)=O)=NC=3)=CC=2)C=CC=1.[Cl:31][C:32]1[CH:37]=[CH:36][C:35]([NH:38][C:39](=[O:59])[NH:40][C:41]2[CH:46]=[CH:45][C:44]([C:47]3[S:51][C:50]([CH2:52][CH2:53][CH2:54][C:55]([O:57]C)=[O:56])=[N:49][CH:48]=3)=[CH:43][CH:42]=2)=[C:34]([O:60][C:61]2[CH:66]=[CH:65][CH:64]=[CH:63][CH:62]=2)[CH:33]=1. No catalyst specified. The product is [Cl:31][C:32]1[CH:37]=[CH:36][C:35]([NH:38][C:39](=[O:59])[NH:40][C:41]2[CH:42]=[CH:43][C:44]([C:47]3[S:51][C:50]([CH2:52][CH2:53][CH2:54][C:55]([OH:57])=[O:56])=[N:49][CH:48]=3)=[CH:45][CH:46]=2)=[C:34]([O:60][C:61]2[CH:62]=[CH:63][CH:64]=[CH:65][CH:66]=2)[CH:33]=1. The yield is 0.890. (6) The reactants are [CH2:1]([O:8][C:9]([NH:11][C:12]1[C:13]([C:30](O)=[O:31])=[N:14][C:15]2[C:20]([CH:21]=1)=[CH:19][CH:18]=[C:17]([N:22]1[CH2:27][CH2:26][N:25]([CH3:28])[C:24](=[O:29])[CH2:23]1)[CH:16]=2)=[O:10])[C:2]1[CH:7]=[CH:6][CH:5]=[CH:4][CH:3]=1.[NH2:33][C:34]1[CH:35]=[N:36][CH:37]=[CH:38][C:39]=1[N:40]1[CH2:45][C@H:44]([CH3:46])[C@H:43]([N:47]2[CH:51]=[CH:50][N:49]=[N:48]2)[C@H:42]([NH:52][C:53](=[O:59])[O:54][C:55]([CH3:58])([CH3:57])[CH3:56])[CH2:41]1.CN(C(ON1N=NC2C=CC=NC1=2)=[N+](C)C)C.F[P-](F)(F)(F)(F)F.CCN(C(C)C)C(C)C. The catalyst is CN(C=O)C.CO.O. The product is [CH2:1]([O:8][C:9](=[O:10])[NH:11][C:12]1[C:13]([C:30]([NH:33][C:34]2[CH:35]=[N:36][CH:37]=[CH:38][C:39]=2[N:40]2[CH2:45][C@H:44]([CH3:46])[C@H:43]([N:47]3[CH:51]=[CH:50][N:49]=[N:48]3)[C@H:42]([NH:52][C:53]([O:54][C:55]([CH3:58])([CH3:57])[CH3:56])=[O:59])[CH2:41]2)=[O:31])=[N:14][C:15]2[C:20]([CH:21]=1)=[CH:19][CH:18]=[C:17]([N:22]1[CH2:27][CH2:26][N:25]([CH3:28])[C:24](=[O:29])[CH2:23]1)[CH:16]=2)[C:2]1[CH:7]=[CH:6][CH:5]=[CH:4][CH:3]=1. The yield is 0.570.